Task: Predict the product of the given reaction.. Dataset: Forward reaction prediction with 1.9M reactions from USPTO patents (1976-2016) (1) Given the reactants [F:1][C:2]1[CH:3]=[C:4]2[C:8](=[CH:9][CH:10]=1)[NH:7][C:6](=[O:11])[CH2:5]2.C[Si]([N-][Si](C)(C)C)(C)C.[Li+].[CH2:22]([CH:24]1[C:32]2[C:27](=[N:28][CH:29]=[CH:30][CH:31]=2)[C:26](=O)[O:25]1)[CH3:23].Cl, predict the reaction product. The product is: [CH2:22]([CH:24]1[C:32]2[C:27](=[N:28][CH:29]=[CH:30][CH:31]=2)[C:26](=[C:5]2[C:4]3[C:8](=[CH:9][CH:10]=[C:2]([F:1])[CH:3]=3)[NH:7][C:6]2=[O:11])[O:25]1)[CH3:23]. (2) Given the reactants [C:1]([O:5][C:6](=[O:39])[CH2:7][C:8]1[CH:13]=[CH:12][C:11]([Cl:14])=[C:10]([F:15])[C:9]=1[N:16]1[C:20]([C:21]2[CH:26]=[CH:25][C:24]([F:27])=[C:23]([Cl:28])[CH:22]=2)=[C:19]([C:29]([NH:31][NH2:32])=[O:30])[N:18]=[C:17]1[CH:33]1[CH2:38][CH2:37][CH2:36][CH2:35][CH2:34]1)([CH3:4])([CH3:3])[CH3:2].C([O-])(O)=O.[Na+].Br[C:46]#[N:47], predict the reaction product. The product is: [C:1]([O:5][C:6](=[O:39])[CH2:7][C:8]1[CH:13]=[CH:12][C:11]([Cl:14])=[C:10]([F:15])[C:9]=1[N:16]1[C:20]([C:21]2[CH:26]=[CH:25][C:24]([F:27])=[C:23]([Cl:28])[CH:22]=2)=[C:19]([C:29]2[O:30][C:46]([NH2:47])=[N:32][N:31]=2)[N:18]=[C:17]1[CH:33]1[CH2:34][CH2:35][CH2:36][CH2:37][CH2:38]1)([CH3:4])([CH3:2])[CH3:3]. (3) Given the reactants [OH:1][CH2:2][C:3]([CH2:7][OH:8])([CH2:5][OH:6])[CH3:4].CO[C:11](OC)([CH3:13])[CH3:12].S(=O)(=O)(O)O, predict the reaction product. The product is: [CH3:4][C:3]1([CH2:7][OH:8])[CH2:5][O:6][C:11]([CH3:13])([CH3:12])[O:1][CH2:2]1. (4) Given the reactants [CH3:1][O:2][C:3]1[CH:8]=[CH:7][CH:6]=[C:5]([O:9][CH3:10])[C:4]=1[OH:11].N12CCCN=C1CCCC[CH2:13]2, predict the reaction product. The product is: [CH3:10][O:9][C:5]1[C:4]([O:11][CH3:13])=[C:3]([O:2][CH3:1])[CH:8]=[CH:7][CH:6]=1. (5) Given the reactants [C:1]([O:5][C:6]([N:8]1[CH2:12][C:11](=[CH:13][C:14]([OH:16])=[O:15])[CH2:10][C@H:9]1[C:17]([N:19]1[CH2:23][CH2:22][S:21][CH2:20]1)=[O:18])=[O:7])([CH3:4])([CH3:3])[CH3:2], predict the reaction product. The product is: [C:1]([O:5][C:6]([N:8]1[CH2:12][CH:11]([CH2:13][C:14]([OH:16])=[O:15])[CH2:10][C@H:9]1[C:17]([N:19]1[CH2:23][CH2:22][S:21][CH2:20]1)=[O:18])=[O:7])([CH3:4])([CH3:2])[CH3:3]. (6) Given the reactants [OH:1][C:2]1[CH:7]=[CH:6][CH:5]=[CH:4][C:3]=1[C:8]([F:11])([F:10])[F:9].[C:12](=[O:15])([O-])[O-].[K+].[K+].Cl[C:19]1[N:24]=[C:23](Cl)[N:22]=[C:21]([NH:26][C:27]2[CH:32]=[CH:31][C:30]([N:33]3[CH:37]=[C:36]([CH3:38])[N:35]=[CH:34]3)=[C:29]([O:39][CH3:40])[CH:28]=2)[N:20]=1, predict the reaction product. The product is: [F:11][C:8]([F:9])([F:10])[C:3]1[CH:4]=[CH:5][CH:6]=[CH:7][C:2]=1[O:1][C:19]1[N:24]=[C:23]([O:15][C:12]2[CH:5]=[CH:6][CH:7]=[CH:2][C:3]=2[C:8]([F:11])([F:10])[F:9])[N:22]=[C:21]([NH:26][C:27]2[CH:32]=[CH:31][C:30]([N:33]3[CH:37]=[C:36]([CH3:38])[N:35]=[CH:34]3)=[C:29]([O:39][CH3:40])[CH:28]=2)[N:20]=1. (7) Given the reactants [H-].[Na+].[C:3]([NH:7][CH:8]=[C:9]([C:15](=[O:27])[C:16]1[CH:21]=[C:20]([F:22])[C:19]([F:23])=[C:18]([O:24][CH3:25])[C:17]=1F)[C:10]([O:12][CH2:13][CH3:14])=[O:11])([CH3:6])([CH3:5])[CH3:4], predict the reaction product. The product is: [C:3]([N:7]1[C:17]2[C:16](=[CH:21][C:20]([F:22])=[C:19]([F:23])[C:18]=2[O:24][CH3:25])[C:15](=[O:27])[C:9]([C:10]([O:12][CH2:13][CH3:14])=[O:11])=[CH:8]1)([CH3:6])([CH3:5])[CH3:4].